Dataset: Forward reaction prediction with 1.9M reactions from USPTO patents (1976-2016). Task: Predict the product of the given reaction. (1) Given the reactants C(OC(=O)[NH:7][C:8]1[O:9][CH2:10][C:11]([F:35])([F:34])[C@:12]([C:15]2[C:20]([F:21])=[CH:19][CH:18]=[C:17]([NH:22][C:23]([C:25]3[C:30]([CH3:31])=[CH:29][C:28]([C:32]#[N:33])=[CH:27][N:26]=3)=[O:24])[N:16]=2)([CH3:14])[N:13]=1)(C)(C)C.C(O)(C(F)(F)F)=O, predict the reaction product. The product is: [NH2:7][C:8]1[O:9][CH2:10][C:11]([F:34])([F:35])[C@:12]([C:15]2[N:16]=[C:17]([NH:22][C:23]([C:25]3[C:30]([CH3:31])=[CH:29][C:28]([C:32]#[N:33])=[CH:27][N:26]=3)=[O:24])[CH:18]=[CH:19][C:20]=2[F:21])([CH3:14])[N:13]=1. (2) Given the reactants N[C@@H:2]1[C@@H:7]([OH:8])[C@@H:6]([N:9]=[N+:10]=[N-:11])[C@@H:5]([CH2:12][O:13][CH2:14][C:15]2[CH:20]=[CH:19][C:18]([O:21][CH3:22])=[CH:17][CH:16]=2)[O:4][CH2:3]1.C1(=O)[O:28][C:26](=[O:27])[C:25]2=[CH:29][CH:30]=[CH:31][CH:32]=[C:24]12.[CH3:34]O, predict the reaction product. The product is: [N:9]([C@H:6]1[C@@H:5]([CH2:12][O:13][CH2:14][C:15]2[CH:20]=[CH:19][C:18]([O:21][CH3:22])=[CH:17][CH:16]=2)[O:4][CH2:3][C@H:2]([CH2:34][C:30]2[CH:31]=[CH:32][CH:24]=[C:25]([C:26]([OH:28])=[O:27])[CH:29]=2)[C@H:7]1[OH:8])=[N+:10]=[N-:11]. (3) Given the reactants Cl.[NH4+].[Cl-].[CH2:4]([NH:11][C:12]1[CH:17]=[C:16]([N+:18]([O-])=O)[N:15]=[C:14]2[N:21]([CH:24]([CH3:26])[CH3:25])[CH:22]=[N:23][C:13]=12)[C:5]1[CH:10]=[CH:9][CH:8]=[CH:7][CH:6]=1, predict the reaction product. The product is: [NH2:18][C:16]1[N:15]=[C:14]2[N:21]([CH:24]([CH3:25])[CH3:26])[CH:22]=[N:23][C:13]2=[C:12]([NH:11][CH2:4][C:5]2[CH:10]=[CH:9][CH:8]=[CH:7][CH:6]=2)[CH:17]=1. (4) Given the reactants [CH3:1][O-:2].[Na+].Cl[C:5]1[C:14]([N+:15]([O-:17])=[O:16])=[CH:13][C:8]([C:9]([O:11][CH3:12])=[O:10])=[CH:7][N:6]=1, predict the reaction product. The product is: [CH3:1][O:2][C:5]1[C:14]([N+:15]([O-:17])=[O:16])=[CH:13][C:8]([C:9]([O:11][CH3:12])=[O:10])=[CH:7][N:6]=1. (5) Given the reactants BrCC1C(Cl)=NC(Cl)=CC=1.[C:11]([N:14]1[C:21]2[CH:22]=[CH:23][CH:24]=[CH:25][C:20]=2[CH:19]=[CH:18][C:17]2[N:26]=[C:27]([Cl:31])[C:28](F)=[CH:29][C:16]=2[CH2:15]1)(=[O:13])[CH3:12], predict the reaction product. The product is: [C:11]([N:14]1[C:21]2[CH:22]=[CH:23][CH:24]=[CH:25][C:20]=2[CH:19]=[CH:18][C:17]2[N:26]=[C:27]([Cl:31])[CH:28]=[CH:29][C:16]=2[CH2:15]1)(=[O:13])[CH3:12]. (6) Given the reactants C(N(C(C)C)CC)(C)C.[NH:10]1[CH2:15][CH2:14][O:13][CH2:12][CH2:11]1.[Br:16][C:17]1[CH:22]=[CH:21][C:20]([S:23](Cl)(=[O:25])=[O:24])=[CH:19][C:18]=1[CH3:27], predict the reaction product. The product is: [Br:16][C:17]1[CH:22]=[CH:21][C:20]([S:23]([N:10]2[CH2:15][CH2:14][O:13][CH2:12][CH2:11]2)(=[O:25])=[O:24])=[CH:19][C:18]=1[CH3:27]. (7) Given the reactants [CH3:1][C:2]1[CH:3]=[C:4]2[C:9](=[CH:10][CH:11]=1)[NH:8][CH2:7][CH2:6][CH2:5]2.[CH:12]([O:15][C:16]1[CH:24]=[CH:23][C:22]([S:25]([CH3:28])(=[O:27])=[O:26])=[CH:21][C:17]=1[C:18](O)=[O:19])([CH3:14])[CH3:13], predict the reaction product. The product is: [CH:12]([O:15][C:16]1[CH:24]=[CH:23][C:22]([S:25]([CH3:28])(=[O:27])=[O:26])=[CH:21][C:17]=1[C:18]([N:8]1[C:9]2[C:4](=[CH:3][C:2]([CH3:1])=[CH:11][CH:10]=2)[CH2:5][CH2:6][CH2:7]1)=[O:19])([CH3:14])[CH3:13]. (8) Given the reactants [Cl:1][C:2]1[CH:7]=[C:6]([Cl:8])[CH:5]=[C:4]([Cl:9])[C:3]=1[C:10]1[C:18]2[O:17][CH:16]([CH2:19][NH2:20])[CH2:15][C:14]=2[CH:13]=[CH:12][CH:11]=1.C(N(C(C)C)CC)(C)C.Cl[C:31]([O:33][CH2:34][C:35]1[CH:40]=[CH:39][CH:38]=[CH:37][CH:36]=1)=[O:32].C1(C2C3OC(CNC(=O)OCC4C=CC=CC=4)CC=3C=CC=2)CCCC1, predict the reaction product. The product is: [CH2:34]([O:33][C:31](=[O:32])[NH:20][CH2:19][CH:16]1[CH2:15][C:14]2[CH:13]=[CH:12][CH:11]=[C:10]([C:3]3[C:4]([Cl:9])=[CH:5][C:6]([Cl:8])=[CH:7][C:2]=3[Cl:1])[C:18]=2[O:17]1)[C:35]1[CH:40]=[CH:39][CH:38]=[CH:37][CH:36]=1.